Dataset: Reaction yield outcomes from USPTO patents with 853,638 reactions. Task: Predict the reaction yield, written as a fraction of the theoretical maximum amount of product (1.0 means a 100% yield; for example, 0.34 means a 34% yield). (1) The reactants are CC1(C)C(C)(C)OB([C:9]2[CH:17]=[CH:16][CH:15]=[C:14]3[C:10]=2[CH:11]=[CH:12][N:13]3[Si:18]([CH:25]([CH3:27])[CH3:26])([CH:22]([CH3:24])[CH3:23])[CH:19]([CH3:21])[CH3:20])O1.[Br:29][C:30]1[CH:35]=[C:34]([O:36][CH2:37][C:38]2[CH:43]=[CH:42][C:41]([O:44][CH3:45])=[CH:40][CH:39]=2)[CH:33]=[C:32](I)[CH:31]=1.C(=O)([O-])[O-].[Na+].[Na+].CCOC(C)=O. The catalyst is C(O)C.C1(C)C=CC=CC=1.O.[Cl-].[Na+].O. The product is [Br:29][C:30]1[CH:31]=[C:32]([C:9]2[CH:17]=[CH:16][CH:15]=[C:14]3[C:10]=2[CH:11]=[CH:12][N:13]3[Si:18]([CH:25]([CH3:26])[CH3:27])([CH:22]([CH3:23])[CH3:24])[CH:19]([CH3:21])[CH3:20])[CH:33]=[C:34]([O:36][CH2:37][C:38]2[CH:39]=[CH:40][C:41]([O:44][CH3:45])=[CH:42][CH:43]=2)[CH:35]=1. The yield is 0.910. (2) The reactants are [CH3:1][C:2]1[N:6]([C:7]2[CH:14]=[CH:13][CH:12]=[CH:11][C:8]=2[C:9]#[N:10])[N:5]=[N:4][N:3]=1.[ClH:15]. The catalyst is CO.[Pd]. The product is [ClH:15].[CH3:1][C:2]1[N:6]([C:7]2[CH:14]=[CH:13][CH:12]=[CH:11][C:8]=2[CH2:9][NH2:10])[N:5]=[N:4][N:3]=1. The yield is 0.810. (3) The reactants are [CH3:1][O:2][C:3]1[CH:4]=[C:5]2[C:10](=[CH:11][C:12]=1[O:13][CH3:14])[N:9]=[CH:8][CH:7]=[C:6]2[O:15][C:16]1[CH:22]=[CH:21][C:19]([NH2:20])=[C:18]([CH3:23])[C:17]=1[CH3:24].Cl[C:26](Cl)([O:28][C:29](=[O:35])OC(Cl)(Cl)Cl)Cl.[CH2:37](O)[CH2:38][CH2:39][CH2:40][CH2:41]C.C(=O)(O)[O-].[Na+]. The catalyst is C(Cl)Cl.C(N(CC)CC)C.C1(C)C=CC=CC=1. The product is [CH3:1][O:2][C:3]1[CH:4]=[C:5]2[C:10](=[CH:11][C:12]=1[O:13][CH3:14])[N:9]=[CH:8][CH:7]=[C:6]2[O:15][C:16]1[CH:22]=[CH:21][C:19]([NH:20][C:29](=[O:35])[O:28][CH2:26][CH2:37][CH2:38][CH2:39][CH2:40][CH3:41])=[C:18]([CH3:23])[C:17]=1[CH3:24]. The yield is 0.720. (4) The reactants are [C:1]([NH:5][S:6]([C:9]1([CH3:12])[CH2:11][CH2:10]1)(=[O:8])=[O:7])([CH3:4])([CH3:3])[CH3:2].C(Br)[C:14]1[CH:19]=[CH:18][CH:17]=[CH:16][CH:15]=1.C(OCC)(=O)C. The catalyst is CCCCCC. The product is [C:1]([NH:5][S:6]([C:9]1([CH2:12][C:14]2[CH:19]=[CH:18][CH:17]=[CH:16][CH:15]=2)[CH2:11][CH2:10]1)(=[O:8])=[O:7])([CH3:4])([CH3:2])[CH3:3]. The yield is 0.600. (5) The reactants are [CH3:1][C:2]1([CH3:8])[CH2:6][NH:5][CH2:4][C@@H:3]1[OH:7].C(N(CC)CC)C.[C:16]([O:20][C:21](O[C:21]([O:20][C:16]([CH3:19])([CH3:18])[CH3:17])=[O:22])=[O:22])([CH3:19])([CH3:18])[CH3:17]. The catalyst is C1COCC1. The product is [C:16]([O:20][C:21]([N:5]1[CH2:4][C@H:3]([OH:7])[C:2]([CH3:8])([CH3:1])[CH2:6]1)=[O:22])([CH3:19])([CH3:18])[CH3:17]. The yield is 0.720. (6) The reactants are C(OC([NH:8][C:9]1[N:14]=[CH:13][C:12]([C:15]([NH:17][C:18](=[O:20])[OH:19])=[O:16])=[CH:11][CH:10]=1)=O)(C)(C)C.FC(F)(F)C(O)=O. The catalyst is ClCCl. The product is [NH2:8][C:9]1[N:14]=[CH:13][C:12]([C:15]([NH:17][C:18](=[O:19])[OH:20])=[O:16])=[CH:11][CH:10]=1. The yield is 0.370. (7) The reactants are [Si]([O:8][CH2:9][CH2:10][NH:11][C@@H:12]1[C:20]2[C:15](=[C:16]([C:21]3[S:25][C:24]([C:26]4[CH:27]=[CH:28][C:29]([O:34][CH:35]([CH3:37])[CH3:36])=[C:30]([CH:33]=4)[C:31]#[N:32])=[N:23][CH:22]=3)[CH:17]=[CH:18][CH:19]=2)[CH2:14][CH2:13]1)(C(C)(C)C)(C)C.Cl. The catalyst is CCOCC. The product is [OH:8][CH2:9][CH2:10][NH:11][C@@H:12]1[C:20]2[C:15](=[C:16]([C:21]3[S:25][C:24]([C:26]4[CH:27]=[CH:28][C:29]([O:34][CH:35]([CH3:37])[CH3:36])=[C:30]([CH:33]=4)[C:31]#[N:32])=[N:23][CH:22]=3)[CH:17]=[CH:18][CH:19]=2)[CH2:14][CH2:13]1. The yield is 0.800.